Task: Predict which catalyst facilitates the given reaction.. Dataset: Catalyst prediction with 721,799 reactions and 888 catalyst types from USPTO Reactant: [C:1]([O:5][C:6]([N:8]1[CH2:12][C@@H:11]([F:13])[CH2:10][C@H:9]1[CH2:14][O:15][CH2:16][CH2:17][CH2:18]/[CH:19]=[CH:20]/[C:21]([O:23][CH3:24])=[O:22])=[O:7])([CH3:4])([CH3:3])[CH3:2]. Product: [C:1]([O:5][C:6]([N:8]1[CH2:12][C@@H:11]([F:13])[CH2:10][C@H:9]1[CH2:14][O:15][CH2:16][CH2:17][CH2:18][CH:19]=[CH:20][C:21]([O:23][CH3:24])=[O:22])=[O:7])([CH3:4])([CH3:3])[CH3:2]. The catalyst class is: 19.